From a dataset of Forward reaction prediction with 1.9M reactions from USPTO patents (1976-2016). Predict the product of the given reaction. (1) Given the reactants [NH2:1][C:2]1[N:7]=[C:6]([O:8][CH2:9][CH2:10][CH2:11][CH3:12])[N:5]=[C:4]([OH:13])[C:3]=1[N:14]=[O:15].FC(F)(F)C(O)=[O:19].OO, predict the reaction product. The product is: [NH2:1][C:2]1[N:7]=[C:6]([O:8][CH2:9][CH2:10][CH2:11][CH3:12])[N:5]=[C:4]([OH:13])[C:3]=1[N+:14]([O-:19])=[O:15]. (2) Given the reactants F[C:2]1[CH:9]=[CH:8][C:7]([N+:10]([O-:12])=[O:11])=[CH:6][C:3]=1[C:4]#[N:5].[NH:13]1[CH:17]=[N:16][CH:15]=[N:14]1.C(=O)([O-])[O-].[Cs+].[Cs+].O, predict the reaction product. The product is: [N+:10]([C:7]1[CH:8]=[CH:9][C:2]([N:13]2[CH:17]=[N:16][CH:15]=[N:14]2)=[C:3]([CH:6]=1)[C:4]#[N:5])([O-:12])=[O:11]. (3) Given the reactants [C:1]([C:3](=[C:9]1[CH2:14][CH2:13][CH2:12][CH2:11][CH2:10]1)[C:4]([O:6][CH2:7][CH3:8])=[O:5])#[N:2].[CH3:15]C([O-])(C)C.[K+].CI, predict the reaction product. The product is: [C:1]([C:3]([C:9]1[CH2:14][CH2:13][CH2:12][CH2:11][CH:10]=1)([CH3:15])[C:4]([O:6][CH2:7][CH3:8])=[O:5])#[N:2]. (4) Given the reactants Br[C:2]1[C:3]([N:22]2[CH2:27][CH2:26][CH2:25][CH:24]([OH:28])[CH2:23]2)=[N:4][CH:5]=[C:6]([CH:21]=1)[C:7]([NH:9][C:10]1[CH:15]=[CH:14][C:13]([O:16][C:17]([F:20])([F:19])[F:18])=[CH:12][CH:11]=1)=[O:8].[N:29]1[CH:34]=[CH:33][CH:32]=[C:31](B(O)O)[CH:30]=1, predict the reaction product. The product is: [OH:28][CH:24]1[CH2:25][CH2:26][CH2:27][N:22]([C:3]2[C:2]([C:31]3[CH:30]=[N:29][CH:34]=[CH:33][CH:32]=3)=[CH:21][C:6]([C:7]([NH:9][C:10]3[CH:15]=[CH:14][C:13]([O:16][C:17]([F:20])([F:19])[F:18])=[CH:12][CH:11]=3)=[O:8])=[CH:5][N:4]=2)[CH2:23]1. (5) Given the reactants [CH2:1]([N:8]1[CH2:13][CH2:12][N:11]([C:14]2[S:15][CH2:16][C:17](=[O:19])[N:18]=2)[CH2:10][CH2:9]1)[C:2]1[CH:7]=[CH:6][CH:5]=[CH:4][CH:3]=1.[F:20][S:21]([F:33])([F:32])([F:31])([F:30])[C:22]1[CH:29]=[CH:28][C:25]([CH:26]=O)=[CH:24][CH:23]=1.C([O-])(=O)C.[Na+], predict the reaction product. The product is: [CH2:1]([N:8]1[CH2:13][CH2:12][N:11]([C:14]2[S:15][C:16](=[CH:26][C:25]3[CH:24]=[CH:23][C:22]([S:21]([F:32])([F:20])([F:30])([F:31])[F:33])=[CH:29][CH:28]=3)[C:17](=[O:19])[N:18]=2)[CH2:10][CH2:9]1)[C:2]1[CH:7]=[CH:6][CH:5]=[CH:4][CH:3]=1. (6) Given the reactants [Cl:1][C:2]1[CH:3]=[CH:4][C:5]([NH:18][C:19]([CH:21]2[CH2:26][CH2:25]C(=O)[CH2:23][CH2:22]2)=[O:20])=[C:6]([CH:17]=1)[C:7]([NH:9][C:10]1[CH:15]=[CH:14][C:13]([Cl:16])=[CH:12][N:11]=1)=[O:8].[CH3:28][N:29]1[CH2:35][CH2:34][CH2:33][NH:32][CH2:31][CH2:30]1.[BH3-][C:37]#N.[Na+].[ClH:40], predict the reaction product. The product is: [ClH:1].[ClH:40].[Cl:1][C:2]1[CH:3]=[CH:4][C:5]([NH:18][C:19]([CH:21]2[CH2:26][CH2:25][CH:28]([N:29]3[CH2:35][CH2:34][CH2:33][N:32]([CH3:37])[CH2:31][CH2:30]3)[CH2:23][CH2:22]2)=[O:20])=[C:6]([CH:17]=1)[C:7]([NH:9][C:10]1[CH:15]=[CH:14][C:13]([Cl:16])=[CH:12][N:11]=1)=[O:8].